This data is from Merck oncology drug combination screen with 23,052 pairs across 39 cell lines. The task is: Regression. Given two drug SMILES strings and cell line genomic features, predict the synergy score measuring deviation from expected non-interaction effect. (1) Drug 1: O=c1[nH]cc(F)c(=O)[nH]1. Drug 2: CCN(CC)CCNC(=O)c1c(C)[nH]c(C=C2C(=O)Nc3ccc(F)cc32)c1C. Cell line: RPMI7951. Synergy scores: synergy=-1.34. (2) Drug 1: COC12C(COC(N)=O)C3=C(C(=O)C(C)=C(N)C3=O)N1CC1NC12. Drug 2: CC1(c2nc3c(C(N)=O)cccc3[nH]2)CCCN1. Cell line: NCIH460. Synergy scores: synergy=-1.08.